From a dataset of Full USPTO retrosynthesis dataset with 1.9M reactions from patents (1976-2016). Predict the reactants needed to synthesize the given product. (1) Given the product [C:1]([C:3]1[CH:4]=[C:5]([CH:37]=[CH:38][CH:39]=1)[C:6]([NH:8][C:9]1[C:10]([C:33]([F:34])([F:36])[F:35])=[C:11]2[C:17]([CH:18]3[CH2:23][CH2:22][NH:21][CH2:20][CH:19]3[CH3:31])=[CH:16][N:15]([CH3:32])[C:12]2=[N:13][CH:14]=1)=[O:7])#[N:2], predict the reactants needed to synthesize it. The reactants are: [C:1]([C:3]1[CH:4]=[C:5]([CH:37]=[CH:38][CH:39]=1)[C:6]([NH:8][C:9]1[C:10]([C:33]([F:36])([F:35])[F:34])=[C:11]2[C:17]([CH:18]3[CH2:23][CH2:22][N:21](C(OC(C)(C)C)=O)[CH2:20][CH:19]3[CH3:31])=[CH:16][N:15]([CH3:32])[C:12]2=[N:13][CH:14]=1)=[O:7])#[N:2].Cl.C(=O)([O-])[O-]. (2) Given the product [CH2:8]=[CH:7][C:6]1[CH:16]=[CH:17][CH:18]=[CH:19][CH:5]=1.[C:16]([O:15][CH2:14][CH2:13][CH2:11][CH3:10])(=[O:2])[CH:6]=[CH2:5], predict the reactants needed to synthesize it. The reactants are: C(=O)=[O:2].O.[CH:5]1[C:19](I)=[C:18]([O-])[C:17](I)=[C:16]2[C:6]=1[C:7](C1C(Cl)=C(Cl)C(Cl)=C(Cl)C=1C([O-])=O)=[C:8]1[C:14]([O:15]2)=[C:13](I)[C:11](=O)[C:10](I)=C1.[Na+].[Na+].C(=O)=O.